Dataset: Forward reaction prediction with 1.9M reactions from USPTO patents (1976-2016). Task: Predict the product of the given reaction. (1) The product is: [Cl:1][C:2]1[N:7]=[C:6]([NH:21][C:18]2[CH:17]=[C:16]([O:15][CH:12]([CH3:14])[CH3:13])[NH:20][N:19]=2)[C:5]([N+:9]([O-:11])=[O:10])=[CH:4][N:3]=1. Given the reactants [Cl:1][C:2]1[N:7]=[C:6](Cl)[C:5]([N+:9]([O-:11])=[O:10])=[CH:4][N:3]=1.[CH:12]([O:15][C:16]1[NH:20][N:19]=[C:18]([NH2:21])[CH:17]=1)([CH3:14])[CH3:13].C(N(CC)CC)C, predict the reaction product. (2) Given the reactants C1(O[C:8](=[O:27])[NH:9][C:10]2[S:11][C:12]3[C:18]([CH:19]4[CH2:24][O:23][CH2:22][CH2:21][O:20]4)=[CH:17][CH:16]=[C:15]([O:25][CH3:26])[C:13]=3[N:14]=2)C=CC=CC=1.FC(F)(F)C(O)=O.[C@H:35]12[CH2:41][C@H:38]([NH:39][CH2:40]1)[CH2:37][O:36]2.N1C=CC=CC=1, predict the reaction product. The product is: [O:20]1[CH2:21][CH2:22][O:23][CH2:24][CH:19]1[C:18]1[C:12]2[S:11][C:10]([NH:9][C:8]([N:39]3[CH2:40][C@@H:35]4[CH2:41][C@H:38]3[CH2:37][O:36]4)=[O:27])=[N:14][C:13]=2[C:15]([O:25][CH3:26])=[CH:16][CH:17]=1.